From a dataset of Full USPTO retrosynthesis dataset with 1.9M reactions from patents (1976-2016). Predict the reactants needed to synthesize the given product. Given the product [Cl:1][C:2]1[CH:11]=[C:10]([O:12][CH2:22][CH3:23])[C:9]([N+:13]([O-:15])=[O:14])=[CH:8][C:3]=1[C:4]([O:6][CH3:7])=[O:5], predict the reactants needed to synthesize it. The reactants are: [Cl:1][C:2]1[CH:11]=[C:10]([OH:12])[C:9]([N+:13]([O-:15])=[O:14])=[CH:8][C:3]=1[C:4]([O:6][CH3:7])=[O:5].C(=O)([O-])[O-].[K+].[K+].[CH3:22][C:23](=O)CC.